From a dataset of Full USPTO retrosynthesis dataset with 1.9M reactions from patents (1976-2016). Predict the reactants needed to synthesize the given product. (1) Given the product [CH2:1]([N:8]1[C:13](=[O:14])[CH:12]=[C:11]([C:15]2[CH:20]=[CH:19][C:18]([Cl:21])=[CH:17][CH:16]=2)[C:10]([C:25]2[CH:26]=[CH:27][CH:28]=[CH:29][C:24]=2[Cl:23])=[N:9]1)[C:2]1[CH:7]=[CH:6][CH:5]=[CH:4][CH:3]=1, predict the reactants needed to synthesize it. The reactants are: [CH2:1]([N:8]1[C:13](=[O:14])[CH:12]=[C:11]([C:15]2[CH:20]=[CH:19][C:18]([Cl:21])=[CH:17][CH:16]=2)[C:10](Cl)=[N:9]1)[C:2]1[CH:7]=[CH:6][CH:5]=[CH:4][CH:3]=1.[Cl:23][C:24]1[CH:29]=[CH:28][CH:27]=[CH:26][C:25]=1B(O)O.[O-]P([O-])([O-])=O.[K+].[K+].[K+].C(Cl)Cl. (2) Given the product [F:16][C:17]1[CH:18]=[CH:19][C:20]([N:23]2[CH:27]=[CH:26][C:25]([CH3:28])=[N:24]2)=[CH:21][C:22]=1[O:6][S:7]([C:10]([F:11])([F:12])[F:13])(=[O:8])=[O:9], predict the reactants needed to synthesize it. The reactants are: FC(F)(F)S([O:6][S:7]([C:10]([F:13])([F:12])[F:11])(=[O:9])=[O:8])(=O)=O.[F:16][C:17]1[CH:22]=[CH:21][C:20]([N:23]2[CH:27]=[CH:26][C:25]([CH3:28])=[N:24]2)=[CH:19][C:18]=1O.N1C=CC=CC=1.C(O)(=O)CC(CC(O)=O)(C(O)=O)O.